This data is from Forward reaction prediction with 1.9M reactions from USPTO patents (1976-2016). The task is: Predict the product of the given reaction. (1) The product is: [Cl:16][C:17]1[CH:18]=[C:19]2[C:23](=[CH:24][CH:25]=1)[NH:22][CH:21]=[C:20]2[CH2:26][N:2]1[C:38]([C:30]2[N:29]([CH3:28])[CH:33]=[C:32]([C:34](=[O:37])[CH2:35][CH3:36])[CH:31]=2)=[C:4]2[C:3]([N:8]([CH2:9][CH:10]([CH3:11])[CH3:12])[C:7](=[O:13])[N:6]([CH3:14])[C:5]2=[O:15])=[N:1]1. Given the reactants [NH:1]([C:3]1[N:8]([CH2:9][CH:10]([CH3:12])[CH3:11])[C:7](=[O:13])[N:6]([CH3:14])[C:5](=[O:15])[CH:4]=1)[NH2:2].[Cl:16][C:17]1[CH:18]=[C:19]2[C:23](=[CH:24][CH:25]=1)[NH:22][CH:21]=[C:20]2[CH:26]=O.[CH3:28][N:29]1[CH:33]=[C:32]([C:34](=[O:37])[CH2:35][CH3:36])[CH:31]=[C:30]1[CH:38]=O, predict the reaction product. (2) Given the reactants [NH2:1][C:2]1[S:3][CH:4]=[C:5]([C:9]2[CH:14]=[CH:13][CH:12]=[C:11]([O:15][CH3:16])[CH:10]=2)[C:6]=1[C:7]#[N:8].[C:17]([O:23][CH2:24][CH3:25])(=[O:22])[CH2:18][C:19]([CH3:21])=O.Cl[Sn](Cl)(Cl)Cl, predict the reaction product. The product is: [NH2:8][C:7]1[C:18]([C:17]([O:23][CH2:24][CH3:25])=[O:22])=[C:19]([CH3:21])[N:1]=[C:2]2[S:3][CH:4]=[C:5]([C:9]3[CH:14]=[CH:13][CH:12]=[C:11]([O:15][CH3:16])[CH:10]=3)[C:6]=12.